Dataset: Peptide-MHC class II binding affinity with 134,281 pairs from IEDB. Task: Regression. Given a peptide amino acid sequence and an MHC pseudo amino acid sequence, predict their binding affinity value. This is MHC class II binding data. The peptide sequence is WNTGHDWILADKRPT. The MHC is DRB3_0301 with pseudo-sequence DRB3_0301. The binding affinity (normalized) is 0.607.